From a dataset of Reaction yield outcomes from USPTO patents with 853,638 reactions. Predict the reaction yield, written as a fraction of the theoretical maximum amount of product (1.0 means a 100% yield; for example, 0.34 means a 34% yield). The reactants are CC(C)([O-])C.[K+].Cl.[CH2:8]([N:15]1[CH2:20][CH2:19][CH:18]([C:21]([O:23][CH2:24][CH3:25])=[O:22])[C:17](=[O:26])[CH2:16]1)[C:9]1[CH:14]=[CH:13][CH:12]=[CH:11][CH:10]=1.[CH2:27](Br)[C:28]1[CH:33]=[CH:32][CH:31]=[CH:30][CH:29]=1.[Cl-].[NH4+]. The catalyst is O1CCCC1. The product is [CH2:24]([O:23][C:21]([C:18]1([CH2:27][C:28]2[CH:33]=[CH:32][CH:31]=[CH:30][CH:29]=2)[CH2:19][CH2:20][N:15]([CH2:8][C:9]2[CH:10]=[CH:11][CH:12]=[CH:13][CH:14]=2)[CH2:16][C:17]1=[O:26])=[O:22])[CH3:25]. The yield is 0.993.